This data is from Full USPTO retrosynthesis dataset with 1.9M reactions from patents (1976-2016). The task is: Predict the reactants needed to synthesize the given product. Given the product [CH3:1][C:2]1[O:6][C:5]([C:7]2[CH:8]=[CH:9][CH:10]=[CH:11][CH:12]=2)=[N:4][C:3]=1[CH2:13][O:14][C:15]1[CH:16]=[C:17]([CH2:21][O:22][C:28]2[CH:33]=[CH:32][C:31]([CH2:34][C:35]([O:37][CH3:38])=[O:36])=[CH:30][CH:29]=2)[CH:18]=[N:19][CH:20]=1, predict the reactants needed to synthesize it. The reactants are: [CH3:1][C:2]1[O:6][C:5]([C:7]2[CH:12]=[CH:11][CH:10]=[CH:9][CH:8]=2)=[N:4][C:3]=1[CH2:13][O:14][C:15]1[CH:16]=[C:17]([CH2:21][OH:22])[CH:18]=[N:19][CH:20]=1.S(Cl)(Cl)=O.O[C:28]1[CH:33]=[CH:32][C:31]([CH2:34][C:35]([O:37][CH3:38])=[O:36])=[CH:30][CH:29]=1.C(=O)([O-])[O-].[K+].[K+].